From a dataset of Peptide-MHC class I binding affinity with 185,985 pairs from IEDB/IMGT. Regression. Given a peptide amino acid sequence and an MHC pseudo amino acid sequence, predict their binding affinity value. This is MHC class I binding data. The peptide sequence is RIYLDRVAK. The MHC is HLA-A03:01 with pseudo-sequence HLA-A03:01. The binding affinity (normalized) is 0.547.